Dataset: Reaction yield outcomes from USPTO patents with 853,638 reactions. Task: Predict the reaction yield, written as a fraction of the theoretical maximum amount of product (1.0 means a 100% yield; for example, 0.34 means a 34% yield). (1) The reactants are [C:1]([O:5][C:6](=[O:27])[NH:7][C:8]1([CH3:26])[CH2:13][CH2:12][CH2:11][N:10]([C:14]2[C:19]([N+:20]([O-])=O)=[CH:18][N:17]=[C:16]3[CH2:23][CH2:24][CH2:25][C:15]=23)[CH2:9]1)([CH3:4])([CH3:3])[CH3:2].CC(O)=O. The catalyst is CCOC(C)=O.[Fe]. The product is [C:1]([O:5][C:6](=[O:27])[NH:7][C:8]1([CH3:26])[CH2:13][CH2:12][CH2:11][N:10]([C:14]2[C:19]([NH2:20])=[CH:18][N:17]=[C:16]3[CH2:23][CH2:24][CH2:25][C:15]=23)[CH2:9]1)([CH3:4])([CH3:2])[CH3:3]. The yield is 0.900. (2) The product is [CH:53]1([S:50]([NH:49][C:47]([C@@:42]2([NH:41][C:24]([C:23]3[CH:22]=[C:21]([C:18]4[CH:19]=[CH:20][C:10]5[O:9][C:8]([C:5]6[CH:6]=[CH:7][C:2]([F:1])=[CH:3][CH:4]=6)=[C:12]([C:13]([NH:14][CH3:15])=[O:16])[C:11]=5[CH:17]=4)[CH:29]=[CH:28][CH:27]=3)=[O:25])[CH2:44][C@H:43]2[CH:45]=[CH2:46])=[O:48])(=[O:52])=[O:51])[CH2:55][CH2:54]1. The yield is 0.540. The reactants are [F:1][C:2]1[CH:7]=[CH:6][C:5]([C:8]2[O:9][C:10]3[CH:20]=[CH:19][C:18]([C:21]4[CH:22]=[C:23]([CH:27]=[CH:28][CH:29]=4)[C:24](O)=[O:25])=[CH:17][C:11]=3[C:12]=2[C:13](=[O:16])[NH:14][CH3:15])=[CH:4][CH:3]=1.CC1C=CC(S(O)(=O)=O)=CC=1.[NH2:41][C@:42]1([C:47]([NH:49][S:50]([CH:53]2[CH2:55][CH2:54]2)(=[O:52])=[O:51])=[O:48])[CH2:44][C@H:43]1[CH:45]=[CH2:46].CN(C(ON1N=NC2C=CC=NC1=2)=[N+](C)C)C.F[P-](F)(F)(F)(F)F.CCN(C(C)C)C(C)C. The catalyst is CO.CN(C=O)C. (3) The reactants are C([O:8][C:9]1[C:14]([F:15])=[CH:13][CH:12]=[C:11]([F:16])[N:10]=1)C1C=CC=CC=1. The catalyst is CO.[Pd]. The product is [F:15][C:14]1[C:9]([OH:8])=[N:10][C:11]([F:16])=[CH:12][CH:13]=1. The yield is 0.880.